This data is from Forward reaction prediction with 1.9M reactions from USPTO patents (1976-2016). The task is: Predict the product of the given reaction. (1) Given the reactants C([N:8]1[CH2:13][CH2:12][C@@H:11]2[O:14][CH2:15][C:16]3[C:17]([Cl:23])=[C:18]([Cl:22])[CH:19]=[CH:20][C:21]=3[C@H:10]2[CH2:9]1)C1C=CC=CC=1.ClC(OC(Cl)C)=O.CO, predict the reaction product. The product is: [Cl:23][C:17]1[C:16]2[CH2:15][O:14][C@H:11]3[CH2:12][CH2:13][NH:8][CH2:9][C@@H:10]3[C:21]=2[CH:20]=[CH:19][C:18]=1[Cl:22]. (2) Given the reactants [NH:1]1[CH2:6][CH2:5][CH2:4][CH:3]([CH2:7][OH:8])[CH2:2]1.[OH-].[Na+].[CH3:11][CH:12]([CH3:17])[CH2:13][C:14](Cl)=[O:15], predict the reaction product. The product is: [OH:8][CH2:7][CH:3]1[CH2:4][CH2:5][CH2:6][N:1]([C:14](=[O:15])[CH2:13][CH:12]([CH3:17])[CH3:11])[CH2:2]1. (3) Given the reactants [Br:1][C:2]1[CH:3]=[C:4]2[C:9](=[CH:10][CH:11]=1)[O:8][C:7]([CH3:13])([CH3:12])[CH2:6][C:5]2=[O:14].[CH2:15]=[O:16].[C:17]([O-:20])([O-])=O.[Na+].[Na+], predict the reaction product. The product is: [Br:1][C:2]1[CH:3]=[C:4]2[C:9](=[CH:10][CH:11]=1)[O:8][C:7]([CH3:12])([CH3:13])[C:6]([CH2:17][OH:20])([CH2:15][OH:16])[C:5]2=[O:14]. (4) Given the reactants O1C[CH2:5][N:4]([CH:7]=[O:8])[CH2:3]C1.CNC.[F:12][C:13]1[CH:18]=[CH:17][C:16]([C:19]2[C:24]([C:25]3[CH:26]=[C:27]4[C:31](=[C:32](C(O)=O)[CH:33]=3)[NH:30][N:29]=[CH:28]4)=[CH:23][CH:22]=[CH:21][N:20]=2)=[CH:15][C:14]=1[CH3:37].CN(C(ON1N=NC2C=CC=CC1=2)=[N+](C)C)C.F[P-](F)(F)(F)(F)F.CCN(CC)CC, predict the reaction product. The product is: [F:12][C:13]1[CH:18]=[CH:17][C:16]([C:19]2[C:24]([C:25]3[CH:26]=[C:27]4[C:31](=[C:32]([C:7]([N:4]([CH3:5])[CH3:3])=[O:8])[CH:33]=3)[NH:30][N:29]=[CH:28]4)=[CH:23][CH:22]=[CH:21][N:20]=2)=[CH:15][C:14]=1[CH3:37]. (5) Given the reactants [NH2:1][C:2]1[CH:7]=[CH:6][C:5]([CH2:8][CH2:9][C:10]2[N:11]=[C:12]([NH:26][C:27](=[O:29])[CH3:28])[S:13][C:14]=2[CH2:15][C:16]2[CH:21]=[CH:20][C:19]([S:22]([CH3:25])(=[O:24])=[O:23])=[CH:18][CH:17]=2)=[CH:4][CH:3]=1.I.[C:31](SC)(=[NH:33])[CH3:32], predict the reaction product. The product is: [C:31]([NH:1][C:2]1[CH:3]=[CH:4][C:5]([CH2:8][CH2:9][C:10]2[N:11]=[C:12]([NH:26][C:27](=[O:29])[CH3:28])[S:13][C:14]=2[CH2:15][C:16]2[CH:21]=[CH:20][C:19]([S:22]([CH3:25])(=[O:24])=[O:23])=[CH:18][CH:17]=2)=[CH:6][CH:7]=1)(=[NH:33])[CH3:32]. (6) Given the reactants Cl.[O:2]1[CH2:7][CH2:6][NH:5][C:4]2[CH:8]=[CH:9][C:10]([OH:12])=[CH:11][C:3]1=2.C(=O)([O-])[O-].[Cs+].[Cs+].[CH2:19]([O:26][C:27]1[CH:36]=[C:35]2[C:30]([C:31](Cl)=[CH:32][CH:33]=[N:34]2)=[CH:29][C:28]=1[O:38][CH3:39])[C:20]1[CH:25]=[CH:24][CH:23]=[CH:22][CH:21]=1, predict the reaction product. The product is: [CH2:19]([O:26][C:27]1[CH:36]=[C:35]2[C:30]([C:31]([O:12][C:10]3[CH:9]=[CH:8][C:4]4[NH:5][CH2:6][CH2:7][O:2][C:3]=4[CH:11]=3)=[CH:32][CH:33]=[N:34]2)=[CH:29][C:28]=1[O:38][CH3:39])[C:20]1[CH:21]=[CH:22][CH:23]=[CH:24][CH:25]=1. (7) Given the reactants [CH3:1][C:2]1([CH3:9])[CH2:7][CH2:6][C:5](=[O:8])[CH:4]=[CH:3]1.[OH:10]O.[OH-].[Na+], predict the reaction product. The product is: [CH3:1][C:2]1([CH3:9])[CH:7]2[CH:6]([O:10]2)[C:5](=[O:8])[CH2:4][CH2:3]1. (8) The product is: [CH2:16]([O:15][C:11]([C:6]12[CH2:7][CH:8]([CH2:4][CH2:5]1)[CH:9]=[CH:10]2)=[O:14])[CH2:17][CH2:18][CH3:19]. Given the reactants C1[CH:5]2[C@@H:6]3[CH:10]=[CH:9][C@H:8]([CH:4]2C=C1)[CH2:7]3.[C:11]([O:15][CH2:16][CH2:17][CH2:18][CH3:19])(=[O:14])C=C.C1(C=CC(O)=CC=1)O, predict the reaction product. (9) Given the reactants [C:1]1([CH3:11])[CH:6]=[CH:5][C:4]([S:7](Cl)(=[O:9])=[O:8])=[CH:3][CH:2]=1.[OH:12][C@@H:13]([C:16]1[CH:17]=[C:18]([CH:24](CC)[CH2:25][C:26]([O:28][CH2:29][CH3:30])=[O:27])[CH:19]=[C:20]([F:23])[C:21]=1[F:22])[CH2:14][OH:15], predict the reaction product. The product is: [F:23][C:20]1[CH:19]=[C:18]([CH2:24][CH2:25][C:26]([O:28][CH2:29][CH3:30])=[O:27])[CH:17]=[C:16]([C@H:13]([OH:12])[CH2:14][O:15][S:7]([C:4]2[CH:5]=[CH:6][C:1]([CH3:11])=[CH:2][CH:3]=2)(=[O:9])=[O:8])[C:21]=1[F:22]. (10) Given the reactants [C:1]1([N:7]2[C:12](=[O:13])[C:11]3[S:14][CH:15]=[C:16]([C:17]4[CH:22]=[CH:21][CH:20]=[CH:19][CH:18]=4)[C:10]=3[N:9]=[CH:8]2)[CH:6]=[CH:5][CH:4]=[CH:3][CH:2]=1.NC1C(C2C=CC3[O:33][CH2:34][O:35]C=3C=2)=CSC=1C(OC)=O.C(OCC)(OCC)OCC.[Cl:52]C1C=CC(N)=CC=1, predict the reaction product. The product is: [O:33]1[C:20]2[CH:21]=[CH:22][C:17]([C:16]3[C:10]4[N:9]=[CH:8][N:7]([C:1]5[CH:6]=[CH:5][C:4]([Cl:52])=[CH:3][CH:2]=5)[C:12](=[O:13])[C:11]=4[S:14][CH:15]=3)=[CH:18][C:19]=2[O:35][CH2:34]1.